The task is: Binary Classification. Given a miRNA mature sequence and a target amino acid sequence, predict their likelihood of interaction.. This data is from Experimentally validated miRNA-target interactions with 360,000+ pairs, plus equal number of negative samples. (1) The miRNA is hsa-miR-21-5p with sequence UAGCUUAUCAGACUGAUGUUGA. The protein sequence of the target gene is MARHGPPWSRLDAQQERDVRELVRGVAGLQDEADPNFQLALNFAWSNFRFHRFLDVNSHKIEKTIEGIYEKFVIHSDLSKAASWKRLTEEFLNAPLPSIKEIKTDAHYSILSLLLCLSDSPSNSSYVETPRNKEVEKKDDFDWGKYLMEDEEMDIGPYMDTPNWSEESEEENDQQPLSREDSGIQVDRTPLEEQDQNRKLDPCISWKDEPDDRSWLEHHVVHQYWTARPSQFPHSLHLHSNLAAVWDQHLYSSDPLYVPDDRVLVTETQVIRETLWLLSGVKKLFIFQLIDGKVTVRNNI.... Result: 1 (interaction). (2) The miRNA is hsa-miR-4692 with sequence UCAGGCAGUGUGGGUAUCAGAU. The protein sequence of the target gene is MGKPRQNPSTLVSTLCEAEPKGKLWVNGYAGTQGTRDATLQTRLIPLSFHLQRGKGLAAPLSALSAPRLPERPADGRVAVDAQPAARSMDSDSGEQSEGEPVTAAGPDVFSSKSLALQAQKKILSKIASKTVANMLIDDTSSEIFDELYKVTKEHTHNKKEAHKIMKDLIKVAIKIGILYRNNQFSQEELVIVEKFRKKLNQTAMTIVSFYEVEYTFDRNVLSNLLHECKDLVHELVQRHLTPRTHGRINHVFNHFADVEFLSTLYSLDGDCRPNLKRICEGINKLLDEKVL. Result: 1 (interaction). (3) The miRNA is mmu-miR-3081-3p with sequence UUGCGCUCCGAUCUCUGAGCUGG. The protein sequence of the target gene is MVPLKLQALFCLLCCLPWVHPFHWQDTSSFDFRPSVMFHKLQSVMSAAGSGHSKIPKGNGSYPVGCTDLMFGYGNESVFVRLYYPAQDQGRLDTVWIPNKEYFLGLSIFLGTPSIVGNILHLLYGSLTTPASWNSPLRTGEKYPLIVFSHGLGAFRTIYSAIGIGLASNGFIVATVEHRDRSASATYFFEDQVAAKVENRSWLYLRKVKQEESESVRKEQVQQRAIECSRALSAILDIEHGDPKENVLGSAFDMKQLKDAIDETKIALMGHSFGGATVLQALSEDQRFRCGVALDPWMYP.... Result: 1 (interaction). (4) The miRNA is hsa-miR-603 with sequence CACACACUGCAAUUACUUUUGC. The protein sequence of the target gene is MAAEDELQLPRLPELFETGRQLLDEVEVATEPAGSRIVQEKVFKGLDLLEKAAEMLSQLDLFSRNEDLEEIASTDLKYLLVPAFQGALTMKQVNPSKRLDHLQRAREHFINYLTQCHCYHVAEFELPKTMNNSAENHTANSSMAYPSLVAMASQRQAKIQRYKQKKELEHRLSAMKSAVESGQADDERVREYYLLHLQRWIDISLEEIESIDQEIKILRERDSSREASTSNSSRQERPPVKPFILTRNMAQAKVFGAGYPSLPTMTVSDWYEQHRKYGALPDQGIAKAAPEEFRKAAQQQ.... Result: 1 (interaction). (5) The miRNA is mmu-miR-202-5p with sequence UUCCUAUGCAUAUACUUCUUU. The protein sequence of the target gene is MENSSAASASSEAGSSRSQEIEELERFIDSYVLEYQVQGLLTDKTEGDGESQRTQSHISQWTADCREQLDGSCSFSRGRAPPQQNGNKDNSLDMLGTDIWAANTFDSFSGATWDLQPEKLDFTQFHRKVRHTPKQPLPHIDREGCGKGKLEDGDGISLNDIEKVLPTWQGYHPMPHEAEIAHTKKLFRRRRNDRRRQQRPPGGNKPQQHGDHQPGSAKHNRDHQKSYQGGSGPHPSGRPTHHGYSQNRRWHHGNMKHPPGDKGEAGSHRNAKETVTVENPKLEDGPGDTGHSGLEPPCSP.... Result: 0 (no interaction). (6) The miRNA is rno-miR-195-5p with sequence UAGCAGCACAGAAAUAUUGGC. The protein sequence of the target gene is MCMVIFAPLFAMFAFATCGGYSGGLRLSVDCVNKTESNLSIDIAFAYPFRLQQVTFEVPTCEGKEQQKLALVGDSSSSAEFFVTVAVFAFLYSLAATVVYIFFQNKYRENNRGPLIDFIVTVVFSFLWLVGSSAWAKGLSDVKVATDPKEVLLLMSACKQPSNKCMAVHSPVMSSLNTSVVFGFLNFILWAGNIWFVFKETGWHSSGQRYLSDPMEKHSSSYNQGRYNQESYGSSGGYSQQANLGPTSDEFGQQPSGPTSFNNQI. Result: 0 (no interaction).